Predict the product of the given reaction. From a dataset of Forward reaction prediction with 1.9M reactions from USPTO patents (1976-2016). (1) The product is: [CH:11]1([CH2:14][NH:15][C:2]2[C:7]([N+:8]([O-:10])=[O:9])=[CH:6][CH:5]=[CH:4][N:3]=2)[CH2:13][CH2:12]1. Given the reactants Cl[C:2]1[C:7]([N+:8]([O-:10])=[O:9])=[CH:6][CH:5]=[CH:4][N:3]=1.[CH:11]1([CH2:14][NH2:15])[CH2:13][CH2:12]1.O, predict the reaction product. (2) Given the reactants [CH3:1][O:2][C:3]1[C:12]2[N:11]=[C:10]([NH2:13])[N:9]3[CH2:14][CH2:15][N:16]=[C:8]3[C:7]=2[CH:6]=[CH:5][C:4]=1[O:17][CH2:18][C:19]1[CH:24]=[CH:23][C:22]([S:25]([CH3:28])(=[O:27])=[O:26])=[CH:21][CH:20]=1.[NH2:29][C:30]1[N:35]=[CH:34][C:33]([C:36](O)=[O:37])=[CH:32][N:31]=1.C1CN([P+](ON2N=NC3C=CC=CC2=3)(N2CCCC2)N2CCCC2)CC1.F[P-](F)(F)(F)(F)F.C(N(C(C)C)CC)(C)C, predict the reaction product. The product is: [NH2:29][C:30]1[N:35]=[CH:34][C:33]([C:36]([NH:13][C:10]2[N:9]3[CH2:14][CH2:15][N:16]=[C:8]3[C:7]3[CH:6]=[CH:5][C:4]([O:17][CH2:18][C:19]4[CH:24]=[CH:23][C:22]([S:25]([CH3:28])(=[O:27])=[O:26])=[CH:21][CH:20]=4)=[C:3]([O:2][CH3:1])[C:12]=3[N:11]=2)=[O:37])=[CH:32][N:31]=1. (3) Given the reactants [CH2:1]([C@H:8]([CH2:12][C:13]([O:15]C(C)(C)C)=[O:14])[C:9]([OH:11])=O)[C:2]1[CH:7]=[CH:6][CH:5]=[CH:4][CH:3]=1.[CH3:20][NH:21][C:22]1[S:23][CH:24]=[C:25]([C:27]2[CH:32]=[CH:31][CH:30]=[CH:29][C:28]=2C2C=NC(OC3CCOCC3)=CC=2)[N:26]=1.Br[C:47]1[CH:48]=[CH:49][C:50]([O:53][CH:54]2[CH2:59][CH2:58][O:57][CH2:56][CH2:55]2)=[N:51][CH:52]=1, predict the reaction product. The product is: [CH2:1]([C@@H:8]([C:9]([N:21]([CH3:20])[C:22]1[S:23][CH:24]=[C:25]([C:27]2[CH:32]=[CH:31][CH:30]=[CH:29][C:28]=2[C:47]2[CH:52]=[N:51][C:50]([O:53][CH:54]3[CH2:59][CH2:58][O:57][CH2:56][CH2:55]3)=[CH:49][CH:48]=2)[N:26]=1)=[O:11])[CH2:12][C:13]([OH:15])=[O:14])[C:2]1[CH:3]=[CH:4][CH:5]=[CH:6][CH:7]=1. (4) Given the reactants FC(F)(F)S(O[C:7]1[C:16]2[C:11](=[N:12][CH:13]=[CH:14][CH:15]=2)[N:10]([O:17][CH2:18][C:19]2[CH:24]=[CH:23][CH:22]=[CH:21][CH:20]=2)[C:9](=[O:25])[CH:8]=1)(=O)=O.[OH:28][C:29]1[CH:30]=[C:31](B(O)O)[CH:32]=[CH:33][CH:34]=1.C(=O)([O-])[O-].[Na+].[Na+].N#N, predict the reaction product. The product is: [CH2:18]([O:17][N:10]1[C:11]2[C:16](=[CH:15][CH:14]=[CH:13][N:12]=2)[C:7]([C:33]2[CH:32]=[CH:31][CH:30]=[C:29]([OH:28])[CH:34]=2)=[CH:8][C:9]1=[O:25])[C:19]1[CH:24]=[CH:23][CH:22]=[CH:21][CH:20]=1.